The task is: Predict the product of the given reaction.. This data is from Forward reaction prediction with 1.9M reactions from USPTO patents (1976-2016). (1) Given the reactants [Br:1][C:2]1[CH:9]=[CH:8][CH:7]=[CH:6][C:3]=1[CH:4]=O.S([O-])([O-])(=O)=O.[Na+].[Na+].[NH2:17][CH:18]([CH2:22][CH2:23][CH3:24])[CH2:19][CH2:20][CH3:21].[BH4-].[Na+], predict the reaction product. The product is: [Br:1][C:2]1[CH:9]=[CH:8][CH:7]=[CH:6][C:3]=1[CH2:4][NH:17][CH:18]([CH2:22][CH2:23][CH3:24])[CH2:19][CH2:20][CH3:21]. (2) Given the reactants [Br:1][C:2]1[C:11]([OH:12])=[C:10]2[C:5]([C:6]([CH3:14])=[CH:7][C:8](=[O:13])[NH:9]2)=[CH:4][CH:3]=1.[C:15](=O)([O-])[O-].[K+].[K+].CC(N(C)C)=O.BrCBr, predict the reaction product. The product is: [Br:1][C:2]1[C:11]2[O:12][CH2:15][N:9]3[C:10]=2[C:5]([C:6]([CH3:14])=[CH:7][C:8]3=[O:13])=[CH:4][CH:3]=1. (3) Given the reactants [NH2:1][C:2]1[C:3]([CH3:8])=[CH:4][CH:5]=[CH:6][CH:7]=1.[F:9][C:10](I)([F:15])[C:11]([F:14])([F:13])[F:12].S([O-])(O)=O.[Na+].C(=O)([O-])O.[Na+], predict the reaction product. The product is: [CH3:8][C:3]1[CH:4]=[CH:5][CH:6]=[C:7]([C:10]([F:15])([F:9])[C:11]([F:14])([F:13])[F:12])[C:2]=1[NH2:1]. (4) Given the reactants [C:1]([C:5]1[CH:10]=[CH:9][C:8]([S:11](Cl)(=[O:13])=[O:12])=[CH:7][CH:6]=1)([CH3:4])([CH3:3])[CH3:2].[NH2:15][C:16]1[C:21]([C:22]([C:24]2[CH:25]=[N:26][CH:27]=[CH:28][CH:29]=2)=[O:23])=[C:20]([F:30])[C:19]([F:31])=[CH:18][CH:17]=1, predict the reaction product. The product is: [C:1]([C:5]1[CH:10]=[CH:9][C:8]([S:11]([NH:15][C:16]2[CH:17]=[CH:18][C:19]([F:31])=[C:20]([F:30])[C:21]=2[C:22]([C:24]2[CH:25]=[N:26][CH:27]=[CH:28][CH:29]=2)=[O:23])(=[O:13])=[O:12])=[CH:7][CH:6]=1)([CH3:4])([CH3:3])[CH3:2]. (5) Given the reactants [Br:1][C:2]1[CH:8]=[CH:7][C:5]([NH2:6])=[C:4]([N+:9]([O-])=O)[CH:3]=1.Cl[Sn]Cl.[OH-].[Na+], predict the reaction product. The product is: [Br:1][C:2]1[CH:3]=[C:4]([NH2:9])[C:5]([NH2:6])=[CH:7][CH:8]=1.